Dataset: Reaction yield outcomes from USPTO patents with 853,638 reactions. Task: Predict the reaction yield, written as a fraction of the theoretical maximum amount of product (1.0 means a 100% yield; for example, 0.34 means a 34% yield). The reactants are Br[C:2]1[C:3]([C:8]#[N:9])=[N:4][CH:5]=[CH:6][CH:7]=1.[C:10]([C:12]1[CH:17]=[CH:16][C:15]([O:18][CH3:19])=[CH:14][CH:13]=1)#[CH:11].C(N(CC)CC)C.C(=O)([O-])[O-].[Na+].[Na+]. The catalyst is Cl[Pd](Cl)([P](C1C=CC=CC=1)(C1C=CC=CC=1)C1C=CC=CC=1)[P](C1C=CC=CC=1)(C1C=CC=CC=1)C1C=CC=CC=1.[Cu]I.C(OCC)(=O)C.N1C=CC=CC=1. The product is [C:8]([C:3]1[C:2]([C:11]#[C:10][C:12]2[CH:17]=[CH:16][C:15]([O:18][CH3:19])=[CH:14][CH:13]=2)=[CH:7][CH:6]=[CH:5][N:4]=1)#[N:9]. The yield is 0.810.